Dataset: NCI-60 drug combinations with 297,098 pairs across 59 cell lines. Task: Regression. Given two drug SMILES strings and cell line genomic features, predict the synergy score measuring deviation from expected non-interaction effect. (1) Drug 1: CC(CN1CC(=O)NC(=O)C1)N2CC(=O)NC(=O)C2. Drug 2: CC1OCC2C(O1)C(C(C(O2)OC3C4COC(=O)C4C(C5=CC6=C(C=C35)OCO6)C7=CC(=C(C(=C7)OC)O)OC)O)O. Cell line: HCT-15. Synergy scores: CSS=61.8, Synergy_ZIP=1.22, Synergy_Bliss=4.46, Synergy_Loewe=5.55, Synergy_HSA=8.57. (2) Drug 1: C1=CC(=CC=C1CC(C(=O)O)N)N(CCCl)CCCl.Cl. Drug 2: CS(=O)(=O)OCCCCOS(=O)(=O)C. Cell line: COLO 205. Synergy scores: CSS=36.9, Synergy_ZIP=3.43, Synergy_Bliss=8.78, Synergy_Loewe=-2.37, Synergy_HSA=6.53. (3) Cell line: HS 578T. Drug 1: C1=CC=C(C(=C1)C(C2=CC=C(C=C2)Cl)C(Cl)Cl)Cl. Drug 2: N.N.Cl[Pt+2]Cl. Synergy scores: CSS=2.91, Synergy_ZIP=-4.23, Synergy_Bliss=-3.68, Synergy_Loewe=-7.61, Synergy_HSA=-3.18. (4) Drug 1: C1CC(CNC1)C2=CC=C(C=C2)N3C=C4C=CC=C(C4=N3)C(=O)N. Drug 2: CCC1=C2N=C(C=C(N2N=C1)NCC3=C[N+](=CC=C3)[O-])N4CCCCC4CCO. Cell line: NCI-H460. Synergy scores: CSS=57.1, Synergy_ZIP=2.01, Synergy_Bliss=4.37, Synergy_Loewe=-17.8, Synergy_HSA=7.07. (5) Drug 1: CC1=C(C=C(C=C1)NC2=NC=CC(=N2)N(C)C3=CC4=NN(C(=C4C=C3)C)C)S(=O)(=O)N.Cl. Drug 2: C(CN)CNCCSP(=O)(O)O. Cell line: UACC62. Synergy scores: CSS=0.925, Synergy_ZIP=0.651, Synergy_Bliss=0.808, Synergy_Loewe=-0.975, Synergy_HSA=-0.672. (6) Cell line: SK-OV-3. Drug 1: C1=C(C(=O)NC(=O)N1)N(CCCl)CCCl. Synergy scores: CSS=6.17, Synergy_ZIP=-4.97, Synergy_Bliss=-6.03, Synergy_Loewe=-7.59, Synergy_HSA=-5.58. Drug 2: B(C(CC(C)C)NC(=O)C(CC1=CC=CC=C1)NC(=O)C2=NC=CN=C2)(O)O. (7) Drug 1: C1CCC(C1)C(CC#N)N2C=C(C=N2)C3=C4C=CNC4=NC=N3. Drug 2: CNC(=O)C1=CC=CC=C1SC2=CC3=C(C=C2)C(=NN3)C=CC4=CC=CC=N4. Cell line: UO-31. Synergy scores: CSS=12.5, Synergy_ZIP=-3.05, Synergy_Bliss=-1.24, Synergy_Loewe=-1.86, Synergy_HSA=-1.21. (8) Drug 1: C1=CC(=CC=C1C#N)C(C2=CC=C(C=C2)C#N)N3C=NC=N3. Drug 2: C1=NC(=NC(=O)N1C2C(C(C(O2)CO)O)O)N. Cell line: RXF 393. Synergy scores: CSS=15.7, Synergy_ZIP=-4.86, Synergy_Bliss=0.491, Synergy_Loewe=-7.19, Synergy_HSA=-5.05.